This data is from Full USPTO retrosynthesis dataset with 1.9M reactions from patents (1976-2016). The task is: Predict the reactants needed to synthesize the given product. (1) Given the product [CH3:18][N:19]([CH3:51])[CH2:20][CH2:21][O:22][C:23]1[CH:28]=[CH:27][C:26]([C:29](=[O:53])[CH2:30][CH:31]([C:45]2[CH:50]=[CH:49][N:48]=[CH:47][CH:46]=2)[C:16]([C:12]2[CH:11]=[C:10]3[C:15](=[CH:14][CH:13]=2)[C:7](=[N:6][O:5][CH3:4])[CH2:8][CH2:9]3)=[O:17])=[CH:25][CH:24]=1, predict the reactants needed to synthesize it. The reactants are: [C-]#N.[Na+].[CH3:4][O:5][N:6]=[C:7]1[C:15]2[C:10](=[CH:11][C:12]([CH:16]=[O:17])=[CH:13][CH:14]=2)[CH2:9][CH2:8]1.[CH3:18][N:19]([CH3:51])[CH2:20][CH2:21][O:22][C:23]1[CH:28]=[CH:27][C:26]([C:29]2NC(C3C=C4C(=CC=3)C(=NO)CC4)=[C:31]([C:45]3[CH:50]=[CH:49][N:48]=[CH:47][CH:46]=3)[CH:30]=2)=[CH:25][CH:24]=1.C(=O)([O-])[OH:53].[Na+]. (2) Given the product [C:40]([C:14]1[CH:15]=[CH:16][C:17]([NH:19][C:20]2[C:29]3[C:24](=[CH:25][C:26]([C:30]4[C:35]([C:36]([F:39])([F:37])[F:38])=[CH:34][CH:33]=[CH:32][N:31]=4)=[CH:27][CH:28]=3)[N:23]=[CH:22][N:21]=2)=[CH:18][C:13]=1[O:12][CH2:11][CH2:10][N:6]1[CH2:7][CH2:8][CH2:9][CH:5]1[C:3]([OH:4])=[O:2])([CH3:43])([CH3:41])[CH3:42], predict the reactants needed to synthesize it. The reactants are: C[O:2][C:3]([CH:5]1[CH2:9][CH2:8][CH2:7][N:6]1[CH2:10][CH2:11][O:12][C:13]1[CH:18]=[C:17]([NH:19][C:20]2[C:29]3[C:24](=[CH:25][C:26]([C:30]4[C:35]([C:36]([F:39])([F:38])[F:37])=[CH:34][CH:33]=[CH:32][N:31]=4)=[CH:27][CH:28]=3)[N:23]=[CH:22][N:21]=2)[CH:16]=[CH:15][C:14]=1[C:40]([CH3:43])([CH3:42])[CH3:41])=[O:4].[OH-].[Na+]. (3) Given the product [OH:18][C:14]1[CH:13]=[C:12]([C:8]2[CH:7]=[C:6]3[C:11](=[CH:10][CH:9]=2)[C:2]([C:21]2[CH:22]=[N:23][CH:24]=[CH:25][CH:26]=2)=[C:3]([OH:19])[CH:4]=[CH:5]3)[CH:17]=[CH:16][CH:15]=1, predict the reactants needed to synthesize it. The reactants are: Br[C:2]1[C:11]2[C:6](=[CH:7][C:8]([C:12]3[CH:17]=[CH:16][CH:15]=[C:14]([OH:18])[CH:13]=3)=[CH:9][CH:10]=2)[CH:5]=[CH:4][C:3]=1[OH:19].B(O)(O)[C:21]1[CH:26]=[CH:25][CH:24]=[N:23][CH:22]=1. (4) The reactants are: [S:1]1[CH:5]=[CH:4][CH:3]=[C:2]1[S:6](Cl)(=[O:8])=[O:7].[C:10]1([NH:16][CH:17]2[CH2:22][CH2:21][N:20]([C:23]([O:25][CH2:26][C@@H:27]([N:29]([CH2:37][C:38]3[CH:43]=[CH:42][CH:41]=[CH:40][CH:39]=3)[CH2:30][C:31]3[CH:36]=[CH:35][CH:34]=[CH:33][CH:32]=3)[CH3:28])=[O:24])[CH2:19][CH2:18]2)[CH:15]=[CH:14][CH:13]=[CH:12][CH:11]=1. Given the product [C:10]1([N:16]([CH:17]2[CH2:22][CH2:21][N:20]([C:23]([O:25][CH2:26][C@@H:27]([N:29]([CH2:30][C:31]3[CH:32]=[CH:33][CH:34]=[CH:35][CH:36]=3)[CH2:37][C:38]3[CH:39]=[CH:40][CH:41]=[CH:42][CH:43]=3)[CH3:28])=[O:24])[CH2:19][CH2:18]2)[S:6]([C:2]2[S:1][CH:5]=[CH:4][CH:3]=2)(=[O:8])=[O:7])[CH:11]=[CH:12][CH:13]=[CH:14][CH:15]=1, predict the reactants needed to synthesize it. (5) Given the product [O:3]=[C:4]1[CH2:9][CH2:8][N:7]([CH2:11][CH2:12][C:13]([O:15][CH3:16])=[O:14])[CH2:6][CH2:5]1, predict the reactants needed to synthesize it. The reactants are: O.Cl.[O:3]=[C:4]1[CH2:9][CH2:8][NH:7][CH2:6][CH2:5]1.Br[CH2:11][CH2:12][C:13]([O:15][CH3:16])=[O:14].C([O-])([O-])=O.[K+].[K+].CCN(CC)CC. (6) Given the product [C:11]([C:7]1[CH:6]=[C:5]([CH2:4][CH2:3][CH2:2][OH:1])[CH:10]=[CH:9][CH:8]=1)#[CH:12], predict the reactants needed to synthesize it. The reactants are: [OH:1][CH2:2][CH2:3][CH2:4][C:5]1[CH:6]=[C:7]([C:11]#[C:12]C(C)(O)C)[CH:8]=[CH:9][CH:10]=1.[OH-].[K+].